This data is from Catalyst prediction with 721,799 reactions and 888 catalyst types from USPTO. The task is: Predict which catalyst facilitates the given reaction. Reactant: [NH2:1][C:2]1[N:7]=[CH:6][C:5]([C:8]2[N:9]=[C:10]3[C:15](=[CH:16][CH:17]=2)[N:14]=[CH:13][C:12]2[CH:18]=[CH:19][C:20](=[O:45])[N:21]([C:22]4[CH:27]=[CH:26][C:25]([N:28]5[CH2:33][CH2:32][N:31](C(OC(C)(C)C)=O)[CH2:30][CH2:29]5)=[C:24]([C:41]([F:44])([F:43])[F:42])[CH:23]=4)[C:11]3=2)=[CH:4][CH:3]=1.[ClH:46]. Product: [ClH:46].[NH2:1][C:2]1[N:7]=[CH:6][C:5]([C:8]2[N:9]=[C:10]3[C:15](=[CH:16][CH:17]=2)[N:14]=[CH:13][C:12]2[CH:18]=[CH:19][C:20](=[O:45])[N:21]([C:22]4[CH:27]=[CH:26][C:25]([N:28]5[CH2:33][CH2:32][NH:31][CH2:30][CH2:29]5)=[C:24]([C:41]([F:44])([F:43])[F:42])[CH:23]=4)[C:11]3=2)=[CH:4][CH:3]=1. The catalyst class is: 4.